The task is: Predict the product of the given reaction.. This data is from Forward reaction prediction with 1.9M reactions from USPTO patents (1976-2016). (1) Given the reactants [CH2:1]([O:5][CH2:6][CH2:7][O:8][C:9]1[CH:14]=[CH:13][C:12]([C:15]2[CH:16]=[CH:17][C:18]3[N:24]([CH2:25][CH:26]([CH3:28])[CH3:27])[CH2:23][CH2:22][C:21]([C:29]([OH:31])=O)=[CH:20][C:19]=3[CH:32]=2)=[CH:11][CH:10]=1)[CH2:2][CH2:3][CH3:4].CN(C=O)C.S(Cl)(Cl)=O.[CH:42]([N:45]1[CH:49]=[CH:48][N:47]=[C:46]1[CH2:50][S:51][C:52]1[CH:58]=[CH:57][C:55]([NH2:56])=[CH:54][CH:53]=1)([CH3:44])[CH3:43], predict the reaction product. The product is: [CH2:1]([O:5][CH2:6][CH2:7][O:8][C:9]1[CH:14]=[CH:13][C:12]([C:15]2[CH:16]=[CH:17][C:18]3[N:24]([CH2:25][CH:26]([CH3:27])[CH3:28])[CH2:23][CH2:22][C:21]([C:29]([NH:56][C:55]4[CH:57]=[CH:58][C:52]([S:51][CH2:50][C:46]5[N:45]([CH:42]([CH3:44])[CH3:43])[CH:49]=[CH:48][N:47]=5)=[CH:53][CH:54]=4)=[O:31])=[CH:20][C:19]=3[CH:32]=2)=[CH:11][CH:10]=1)[CH2:2][CH2:3][CH3:4]. (2) The product is: [CH3:23][O:22][C:21]1[CH:20]=[CH:19][C:18]([CH:24]=[CH:25][C:26]([OH:28])=[O:27])=[CH:17][C:16]=1[C:3]1[C:2]([O:1][CH2:33][CH2:34][N:35]2[CH2:40][CH2:39][CH2:38][CH2:37][CH2:36]2)=[CH:11][C:10]2[C:9]([CH3:13])([CH3:12])[CH2:8][CH2:7][C:6]([CH3:15])([CH3:14])[C:5]=2[CH:4]=1. Given the reactants [OH:1][C:2]1[C:3]([C:16]2[CH:17]=[C:18]([CH:24]=[CH:25][C:26]([O:28]CC)=[O:27])[CH:19]=[CH:20][C:21]=2[O:22][CH3:23])=[CH:4][C:5]2[C:6]([CH3:15])([CH3:14])[CH2:7][CH2:8][C:9]([CH3:13])([CH3:12])[C:10]=2[CH:11]=1.Cl.Cl[CH2:33][CH2:34][N:35]1[CH2:40][CH2:39][CH2:38][CH2:37][CH2:36]1, predict the reaction product.